Dataset: Forward reaction prediction with 1.9M reactions from USPTO patents (1976-2016). Task: Predict the product of the given reaction. Given the reactants CS[C:3]1[N:8]=[CH:7][C:6]([C:9]#[N:10])=[CH:5][N:4]=1.[CH3:11][NH:12][CH2:13][C:14]1[CH:19]=[CH:18][N:17]=[CH:16][CH:15]=1, predict the reaction product. The product is: [CH3:11][N:12]([CH2:13][C:14]1[CH:19]=[CH:18][N:17]=[CH:16][CH:15]=1)[C:3]1[N:8]=[CH:7][C:6]([C:9]#[N:10])=[CH:5][N:4]=1.